Dataset: Full USPTO retrosynthesis dataset with 1.9M reactions from patents (1976-2016). Task: Predict the reactants needed to synthesize the given product. The reactants are: [Cl:1][CH2:2][CH2:3][O:4][CH2:5][CH2:6][C:7]([OH:9])=O.S(Cl)([Cl:12])=O. Given the product [Cl:1][CH2:2][CH2:3][O:4][CH2:5][CH2:6][C:7]([Cl:12])=[O:9], predict the reactants needed to synthesize it.